From a dataset of Reaction yield outcomes from USPTO patents with 853,638 reactions. Predict the reaction yield, written as a fraction of the theoretical maximum amount of product (1.0 means a 100% yield; for example, 0.34 means a 34% yield). (1) The reactants are [H-].[Na+].[CH3:3][O:4][C:5]1[CH:6]=[C:7]2[C:11](=[CH:12][CH:13]=1)[NH:10][C:9](=[O:14])[C:8]2=[O:15].[CH3:16][O:17][C:18](=[O:27])[CH:19](Br)[CH2:20][CH:21]1[CH2:25][CH2:24][CH2:23][CH2:22]1. The catalyst is CN(C)C=O.O. The product is [CH3:16][O:17][C:18](=[O:27])[CH:19]([N:10]1[C:11]2[C:7](=[CH:6][C:5]([O:4][CH3:3])=[CH:13][CH:12]=2)[C:8](=[O:15])[C:9]1=[O:14])[CH2:20][CH:21]1[CH2:22][CH2:23][CH2:24][CH2:25]1. The yield is 0.800. (2) The reactants are [OH:1][C:2]1[CH:7]=[CH:6][C:5]([C:8]2[CH:13]=[CH:12][C:11]([C:14]#[N:15])=[CH:10][CH:9]=2)=[CH:4][C:3]=1I.C(N(CC)CC)C.[CH2:24]([OH:28])[CH2:25][C:26]#[CH:27]. The catalyst is CN(C)C=O.ClCCl.CCCCCC. The product is [OH:28][CH2:24][CH2:25][C:26]1[O:1][C:2]2[CH:7]=[CH:6][C:5]([C:8]3[CH:13]=[CH:12][C:11]([C:14]#[N:15])=[CH:10][CH:9]=3)=[CH:4][C:3]=2[CH:27]=1. The yield is 0.950. (3) The reactants are Br[C:2]1[C:10]2[C:9]([NH2:11])=[N:8][CH:7]=[N:6][C:5]=2[N:4]([CH2:12][CH2:13][CH:14]([CH3:16])[CH3:15])[CH:3]=1.[F:17][C:18]1[CH:23]=[CH:22][C:21]([F:24])=[CH:20][C:19]=1[CH2:25][C:26]([N:28]1[C:36]2[C:31](=[CH:32][C:33](B3OC(C)(C)C(C)(C)O3)=[CH:34][CH:35]=2)[CH2:30][CH2:29]1)=[O:27].C([O-])(O)=O.[Na+].N#N. The catalyst is O.C1C=CC([P]([Pd]([P](C2C=CC=CC=2)(C2C=CC=CC=2)C2C=CC=CC=2)([P](C2C=CC=CC=2)(C2C=CC=CC=2)C2C=CC=CC=2)[P](C2C=CC=CC=2)(C2C=CC=CC=2)C2C=CC=CC=2)(C2C=CC=CC=2)C2C=CC=CC=2)=CC=1.O1CCOCC1. The product is [F:17][C:18]1[CH:23]=[CH:22][C:21]([F:24])=[CH:20][C:19]=1[CH2:25][C:26]([N:28]1[C:36]2[C:31](=[CH:32][C:33]([C:2]3[C:10]4[C:9]([NH2:11])=[N:8][CH:7]=[N:6][C:5]=4[N:4]([CH2:12][CH2:13][CH:14]([CH3:16])[CH3:15])[CH:3]=3)=[CH:34][CH:35]=2)[CH2:30][CH2:29]1)=[O:27]. The yield is 0.306. (4) The reactants are [CH2:1]([N:3]1[C:11]2[CH:10]=[C:9]3[NH:12][C:13]([C:15]4[C:23]5[C:18](=[CH:19][CH:20]=[C:21]([C:24]([OH:26])=[O:25])[CH:22]=5)[NH:17][N:16]=4)=[N:14][C:8]3=[CH:7][C:6]=2[C:5]([CH3:28])([CH3:27])[C:4]1=[O:29])[CH3:2].[C:30](Cl)(=O)C(Cl)=O.CO.C(N(CC)CC)C. The catalyst is C1COCC1.CN(C=O)C. The product is [CH3:30][O:25][C:24]([C:21]1[CH:22]=[C:23]2[C:18](=[CH:19][CH:20]=1)[NH:17][N:16]=[C:15]2[C:13]1[NH:12][C:9]2[C:8]([N:14]=1)=[CH:7][C:6]1[C:5]([CH3:28])([CH3:27])[C:4](=[O:29])[N:3]([CH2:1][CH3:2])[C:11]=1[CH:10]=2)=[O:26]. The yield is 0.990. (5) The reactants are [C:1]1([C:7]#[C:8][Mg]Br)[CH:6]=[CH:5][CH:4]=[CH:3][CH:2]=1.C(#N)[C:12]1[CH:17]=[CH:16][CH:15]=[CH:14][CH:13]=1.CCCCCCCCCCCCC. The catalyst is C1COCC1.[Zn+2].[Br-].[Br-]. The product is [C:1]1([C:7]#[C:8][C:12]2[CH:17]=[CH:16][CH:15]=[CH:14][CH:13]=2)[CH:6]=[CH:5][CH:4]=[CH:3][CH:2]=1. The yield is 0.310. (6) The reactants are [NH2:1][C@H:2]([C:8]([O-:10])=[O:9])[CH2:3][CH2:4][CH2:5][CH2:6][NH2:7].[Mg+2:11].[NH2:12][C@H:13]([C:19]([O-:21])=[O:20])[CH2:14][CH2:15][CH2:16][CH2:17][NH2:18].[C:22]([OH:41])(=[O:40])[CH2:23][CH2:24][CH2:25][CH2:26][CH2:27][CH2:28][CH2:29]/[CH:30]=[CH:31]\[CH2:32]/[CH:33]=[CH:34]\[CH2:35][CH2:36][CH2:37][CH2:38][CH3:39]. The catalyst is CO.C(OCC)(=O)C. The product is [C:22]([OH:41])(=[O:40])[CH2:23][CH2:24][CH2:25][CH2:26][CH2:27][CH2:28][CH2:29]/[CH:30]=[CH:31]\[CH2:32]/[CH:33]=[CH:34]\[CH2:35][CH2:36][CH2:37][CH2:38][CH3:39].[C:22]([OH:41])(=[O:40])[CH2:23][CH2:24][CH2:25][CH2:26][CH2:27][CH2:28][CH2:29]/[CH:30]=[CH:31]\[CH2:32]/[CH:33]=[CH:34]\[CH2:35][CH2:36][CH2:37][CH2:38][CH3:39].[NH2:1][C@H:2]([C:8]([O-:10])=[O:9])[CH2:3][CH2:4][CH2:5][CH2:6][NH2:7].[Mg+2:11].[NH2:12][C@H:13]([C:19]([O-:21])=[O:20])[CH2:14][CH2:15][CH2:16][CH2:17][NH2:18]. The yield is 0.980.